From a dataset of Peptide-MHC class I binding affinity with 185,985 pairs from IEDB/IMGT. Regression. Given a peptide amino acid sequence and an MHC pseudo amino acid sequence, predict their binding affinity value. This is MHC class I binding data. (1) The peptide sequence is SDYLELDTI. The MHC is HLA-A02:03 with pseudo-sequence HLA-A02:03. The binding affinity (normalized) is 0. (2) The peptide sequence is TLMNVITLV. The MHC is HLA-B58:01 with pseudo-sequence HLA-B58:01. The binding affinity (normalized) is 0.0847. (3) The binding affinity (normalized) is 0.334. The peptide sequence is SRYLELDTI. The MHC is Mamu-B01 with pseudo-sequence Mamu-B01. (4) The peptide sequence is GRDNRTII. The MHC is Mamu-B08 with pseudo-sequence Mamu-B08. The binding affinity (normalized) is 0.180. (5) The peptide sequence is LRTMSYKL. The MHC is Mamu-A07 with pseudo-sequence Mamu-A07. The binding affinity (normalized) is 0.123. (6) The peptide sequence is YMIKLAKEV. The MHC is HLA-A11:01 with pseudo-sequence HLA-A11:01. The binding affinity (normalized) is 0.0847. (7) The peptide sequence is KIELPQRETW. The MHC is Mamu-B52 with pseudo-sequence Mamu-B52. The binding affinity (normalized) is 0.220. (8) The peptide sequence is FPVRPQVPI. The MHC is H-2-Ld with pseudo-sequence H-2-Ld. The binding affinity (normalized) is 0.334. (9) The peptide sequence is KRMMVRHCL. The binding affinity (normalized) is 0.0847. The MHC is HLA-B15:01 with pseudo-sequence HLA-B15:01.